From a dataset of Full USPTO retrosynthesis dataset with 1.9M reactions from patents (1976-2016). Predict the reactants needed to synthesize the given product. Given the product [N:1]1([CH2:7][C:8]2[CH:9]=[CH:10][C:11]([N:14]3[CH2:15][CH2:16][C:17](=[O:18])[CH2:22][CH2:23]3)=[CH:12][CH:13]=2)[CH2:6][CH2:5][O:4][CH2:3][CH2:2]1, predict the reactants needed to synthesize it. The reactants are: [N:1]1([CH2:7][C:8]2[CH:13]=[CH:12][C:11]([N:14]3[CH2:23][CH2:22][C:17]4(OCC[O:18]4)[CH2:16][CH2:15]3)=[CH:10][CH:9]=2)[CH2:6][CH2:5][O:4][CH2:3][CH2:2]1.[OH-].[Na+].